Dataset: Reaction yield outcomes from USPTO patents with 853,638 reactions. Task: Predict the reaction yield, written as a fraction of the theoretical maximum amount of product (1.0 means a 100% yield; for example, 0.34 means a 34% yield). (1) The reactants are [Br:1][C:2]1[CH:12]=[CH:11][C:5]2[O:6][CH2:7][C:8](=O)[NH:9][C:4]=2[CH:3]=1.[CH3:13][C:14](OC(C)=O)=[O:15]. The catalyst is C(Cl)Cl.CN(C1C=CN=CC=1)C. The product is [Br:1][C:2]1[CH:12]=[CH:11][C:5]2[O:6][CH2:7][CH2:8][N:9]([C:14](=[O:15])[CH3:13])[C:4]=2[CH:3]=1. The yield is 0.870. (2) The reactants are Cl.[Cl:2][C:3]1[C:12]2[C:7](=[CH:8][C:9]([F:14])=[C:10]([I:13])[CH:11]=2)[N:6]=[CH:5][N:4]=1.O1CCOCC1.Cl.[CH2:22]([O:29][C:30]1[CH:36]=[CH:35][C:33]([NH2:34])=[CH:32][CH:31]=1)[C:23]1[CH:28]=[CH:27][CH:26]=[CH:25][CH:24]=1. The catalyst is ClCCl. The product is [ClH:2].[CH2:22]([O:29][C:30]1[CH:31]=[CH:32][C:33]([NH:34][C:3]2[C:12]3[C:7](=[CH:8][C:9]([F:14])=[C:10]([I:13])[CH:11]=3)[N:6]=[CH:5][N:4]=2)=[CH:35][CH:36]=1)[C:23]1[CH:24]=[CH:25][CH:26]=[CH:27][CH:28]=1. The yield is 0.790. (3) The catalyst is CO. The product is [Br:22][CH2:6][C:5]1[S:1][C:2]2[CH:15]=[C:14]3[C:9](=[CH:8][C:3]=2[CH:4]=1)[CH:10]=[CH:11][CH:12]=[CH:13]3. The reactants are [S:1]1[C:5]([CH2:6]O)=[CH:4][C:3]2[CH:8]=[C:9]3[C:14](=[CH:15][C:2]1=2)[CH:13]=[CH:12][CH:11]=[CH:10]3.C(OCC)C.P(Br)(Br)[Br:22]. The yield is 0.850. (4) The reactants are [CH3:1][O:2][C:3]1[C:4](=[O:29])[C:5]([CH3:28])=[C:6]([CH2:12][C:13]2[CH:14]=[CH:15][C:16]([C:22]3[CH:27]=CN=CC=3)=[C:17]([CH:21]=2)[C:18](O)=[O:19])[C:7](=[O:11])[C:8]=1[O:9][CH3:10].[CH3:30][O:31][C:32]1[CH:37]=[CH:36][C:35]([NH2:38])=[CH:34][CH:33]=1.C(N(CC)CC)C.[Cl-].ClC1N(C)[CH2:51][CH2:50][NH+:49]1[CH3:54]. The catalyst is C(Cl)Cl.O. The product is [CH3:1][O:2][C:3]1[C:4](=[O:29])[C:5]([CH3:28])=[C:6]([C:12]2[CH:13]=[CH:21][C:17]([C:18]([C:33]3[C:32]([O:31][CH3:30])=[CH:37][CH:36]=[C:35]([CH:34]=3)[NH2:38])=[O:19])=[C:16]([C:22]3[CH:51]=[CH:50][N:49]=[CH:54][CH:27]=3)[C:15]=2[CH3:14])[C:7](=[O:11])[C:8]=1[O:9][CH3:10]. The yield is 0.380.